Dataset: Full USPTO retrosynthesis dataset with 1.9M reactions from patents (1976-2016). Task: Predict the reactants needed to synthesize the given product. (1) Given the product [N:34]([CH2:13][C:11]1[CH:10]=[N:9][N:8]([C:5]2[CH:4]=[CH:3][C:2]([I:1])=[CH:7][CH:6]=2)[CH:12]=1)=[N+:35]=[N-:36], predict the reactants needed to synthesize it. The reactants are: [I:1][C:2]1[CH:7]=[CH:6][C:5]([N:8]2[CH:12]=[C:11]([CH3:13])[CH:10]=[N:9]2)=[CH:4][CH:3]=1.C1C(=O)N(Br)C(=O)C1.CC(N=NC(C#N)(C)C)(C#N)C.[N-:34]=[N+:35]=[N-:36].[Na+]. (2) Given the product [CH3:12][O:13][CH2:14][O:15][CH2:16][CH2:17][CH2:18][CH2:19][CH2:20][CH2:21][CH2:22][CH2:23][CH2:24][CH2:25][Si:3]([O:6][CH3:7])([O:4][CH3:5])[O:2][CH3:1], predict the reactants needed to synthesize it. The reactants are: [CH3:1][O:2][SiH:3]([O:6][CH3:7])[O:4][CH3:5].C(O)(=O)C.[CH3:12][O:13][CH2:14][O:15][CH2:16][CH2:17][CH2:18][CH2:19][CH2:20][CH2:21][CH2:22][CH2:23][CH:24]=[CH2:25].